From a dataset of Full USPTO retrosynthesis dataset with 1.9M reactions from patents (1976-2016). Predict the reactants needed to synthesize the given product. Given the product [Cl:1][C:2]1[N:3]=[CH:4][CH:5]=[C:6]2[C:13]([CH3:14])=[C:12]([CH3:11])[NH:8][C:7]=12, predict the reactants needed to synthesize it. The reactants are: [Cl:1][C:2]1[C:7]([N+:8]([O-])=O)=[CH:6][CH:5]=[CH:4][N:3]=1.[CH3:11][C:12]([Mg]Br)=[CH:13][CH3:14].[Cl-].[NH4+].